From a dataset of Full USPTO retrosynthesis dataset with 1.9M reactions from patents (1976-2016). Predict the reactants needed to synthesize the given product. (1) Given the product [N:1]1[CH:6]=[CH:5][N:4]=[CH:3][C:2]=1[C:7]1[CH:8]=[C:9]([CH2:10][OH:11])[CH:12]=[CH:13][CH:14]=1, predict the reactants needed to synthesize it. The reactants are: [N:1]1[CH:6]=[CH:5][N:4]=[CH:3][C:2]=1[C:7]1[CH:8]=[C:9]([CH:12]=[CH:13][CH:14]=1)[CH:10]=[O:11].[BH4-].[Na+]. (2) Given the product [C:13]([C:8]1[CH:9]=[CH:10][CH:11]=[CH:12][C:7]=1[B:19]([OH:20])[OH:18])([CH3:16])([CH3:15])[CH3:14], predict the reactants needed to synthesize it. The reactants are: C([Li])CCC.Br[C:7]1[CH:12]=[CH:11][CH:10]=[CH:9][C:8]=1[C:13]([CH3:16])([CH3:15])[CH3:14].C[O:18][B:19](OC)[O:20]C.Cl.